Task: Predict the product of the given reaction.. Dataset: Forward reaction prediction with 1.9M reactions from USPTO patents (1976-2016) (1) The product is: [C:2]1([C:14]2[CH:19]=[CH:18][CH:17]=[CH:16][CH:15]=2)[CH:7]=[CH:6][CH:5]=[CH:4][C:3]=1[C:8]1([C:11]([OH:13])=[O:12])[CH2:10][CH2:9]1. Given the reactants Br[C:2]1[CH:7]=[CH:6][CH:5]=[CH:4][C:3]=1[C:8]1([C:11]([OH:13])=[O:12])[CH2:10][CH2:9]1.[C:14]1(B(O)O)[CH:19]=[CH:18][CH:17]=[CH:16][CH:15]=1.C(=O)([O-])[O-].[Na+].[Na+], predict the reaction product. (2) Given the reactants [CH2:1]([O:8][C:9]([CH2:11][N:12]1[C:17]([CH3:18])=[C:16]([Cl:19])[N:15]=[C:14](Cl)[C:13]1=[O:21])=[O:10])[C:2]1[CH:7]=[CH:6][CH:5]=[CH:4][CH:3]=1.[CH3:22][C:23]1[CH:31]=[CH:30][C:26]([CH2:27][CH2:28][NH2:29])=[CH:25][CH:24]=1.C(N(CC)CC)C, predict the reaction product. The product is: [C:23]1([CH3:22])[CH:31]=[CH:30][C:26]([CH2:27][CH2:28][NH:29][C:14]2[C:13](=[O:21])[N:12]([CH2:11][C:9]([O:8][CH2:1][C:2]3[CH:7]=[CH:6][CH:5]=[CH:4][CH:3]=3)=[O:10])[C:17]([CH3:18])=[C:16]([Cl:19])[N:15]=2)=[CH:25][CH:24]=1. (3) Given the reactants [CH:1]1[C:10]2[C:5](=[CH:6][CH:7]=[CH:8][CH:9]=2)[CH:4]=[CH:3][C:2]=1[OH:11], predict the reaction product. The product is: [CH:9]1[C:10]2[C:1]3[C:1]4[CH:10]=[CH:5][CH:4]=[CH:3][C:2]=4[O:11][C:2]=3[CH:3]=[CH:4][C:5]=2[CH:6]=[CH:7][CH:8]=1. (4) Given the reactants [I:1][C:2]1[CH:3]=[C:4]([CH:7]=[CH:8][CH:9]=1)[CH2:5]Br.[CH:10]1([NH2:13])[CH2:12][CH2:11]1, predict the reaction product. The product is: [CH:10]1([NH:13][CH2:5][C:4]2[CH:7]=[CH:8][CH:9]=[C:2]([I:1])[CH:3]=2)[CH2:12][CH2:11]1. (5) Given the reactants [Cl:1][C:2]1[C:3]([C:42]([OH:44])=O)=[N:4][N:5]([C:8]2[CH:13]=[CH:12][C:11]([C:14](=[O:29])[NH:15][S:16]([C:19]3[CH:28]=[CH:27][C:26]4[C:21](=[CH:22][CH:23]=[CH:24][CH:25]=4)[CH:20]=3)(=[O:18])=[O:17])=[CH:10][C:9]=2[C:30]([N:32]2[CH2:41][CH2:40][C:39]3[C:34](=[CH:35][CH:36]=[CH:37][CH:38]=3)[CH2:33]2)=[O:31])[C:6]=1[CH3:7].C(Cl)(=O)C(Cl)=O.[CH2:51]([NH:55][C:56]1[CH:61]=[CH:60][C:59]([CH2:62][CH2:63][C:64]([O:66][CH3:67])=[O:65])=[CH:58][CH:57]=1)[CH2:52][CH2:53][CH3:54].C(N(C(C)C)C(C)C)C, predict the reaction product. The product is: [CH2:51]([N:55]([C:56]1[CH:57]=[CH:58][C:59]([CH2:62][CH2:63][C:64]([O:66][CH3:67])=[O:65])=[CH:60][CH:61]=1)[C:42]([C:3]1[C:2]([Cl:1])=[C:6]([CH3:7])[N:5]([C:8]2[CH:13]=[CH:12][C:11]([C:14](=[O:29])[NH:15][S:16]([C:19]3[CH:28]=[CH:27][C:26]4[C:21](=[CH:22][CH:23]=[CH:24][CH:25]=4)[CH:20]=3)(=[O:17])=[O:18])=[CH:10][C:9]=2[C:30]([N:32]2[CH2:41][CH2:40][C:39]3[C:34](=[CH:35][CH:36]=[CH:37][CH:38]=3)[CH2:33]2)=[O:31])[N:4]=1)=[O:44])[CH2:52][CH2:53][CH3:54].